This data is from Full USPTO retrosynthesis dataset with 1.9M reactions from patents (1976-2016). The task is: Predict the reactants needed to synthesize the given product. (1) Given the product [ClH:19].[CH2:1]([C:3]1[CH:4]=[N:5][CH:6]=[CH:7][C:8]=1[CH2:9][S:10][C:11]1[N:16]=[C:15]([OH:17])[CH:14]=[C:13]([CH3:18])[N:12]=1)[CH3:2], predict the reactants needed to synthesize it. The reactants are: [CH2:1]([C:3]1[CH:4]=[N:5][CH:6]=[CH:7][C:8]=1[CH2:9][S:10][C:11]1[N:16]=[C:15]([OH:17])[CH:14]=[C:13]([CH3:18])[N:12]=1)[CH3:2].[ClH:19].O1CCOCC1. (2) Given the product [ClH:30].[N:18]1[CH:23]=[CH:22][C:21]([N:24]2[CH2:25][CH2:26][CH:27]([C:28]([NH:16][C:11]3[CH:12]=[CH:13][CH:14]=[CH:15][C:10]=3[C:9]([NH:8][C:4]3[CH:5]=[CH:6][CH:7]=[C:2]([F:1])[CH:3]=3)=[O:17])=[O:29])[CH2:31][CH2:32]2)=[CH:20][CH:19]=1, predict the reactants needed to synthesize it. The reactants are: [F:1][C:2]1[CH:3]=[C:4]([NH:8][C:9](=[O:17])[C:10]2[CH:15]=[CH:14][CH:13]=[CH:12][C:11]=2[NH2:16])[CH:5]=[CH:6][CH:7]=1.[N:18]1[CH:23]=[CH:22][C:21]([N:24]2[CH2:32][CH2:31][CH:27]([C:28]([Cl:30])=[O:29])[CH2:26][CH2:25]2)=[CH:20][CH:19]=1. (3) Given the product [Cl:1][C:2]1[CH:7]=[CH:6][C:5]([CH2:8][C:9]2[C:18]3[C:13](=[CH:14][CH:15]=[CH:16][CH:17]=3)[C:12](=[O:19])[N:11]([CH2:20][C@H:21]3[CH2:25][CH2:24][CH2:23][N:22]3[CH2:31][CH2:32][CH2:33][CH2:34][C:35]3[CH:36]=[CH:37][C:38]([O:41][CH3:42])=[CH:39][CH:40]=3)[N:10]=2)=[CH:4][CH:3]=1, predict the reactants needed to synthesize it. The reactants are: [Cl:1][C:2]1[CH:7]=[CH:6][C:5]([CH2:8][C:9]2[C:18]3[C:13](=[CH:14][CH:15]=[CH:16][CH:17]=3)[C:12](=[O:19])[N:11]([CH2:20][C@H:21]3[CH2:25][CH2:24][CH2:23][NH:22]3)[N:10]=2)=[CH:4][CH:3]=1.CS(O[CH2:31][CH2:32][CH2:33][CH2:34][C:35]1[CH:40]=[CH:39][C:38]([O:41][CH3:42])=[CH:37][CH:36]=1)(=O)=O.C(=O)([O-])[O-].[K+].[K+].